This data is from Forward reaction prediction with 1.9M reactions from USPTO patents (1976-2016). The task is: Predict the product of the given reaction. (1) Given the reactants [F:1][C:2]1[CH:3]=[CH:4][C:5]([N+:16]([O-])=O)=[C:6]([NH:8][C:9]2[CH:10]=[N:11][CH:12]=[C:13]([F:15])[CH:14]=2)[CH:7]=1, predict the reaction product. The product is: [F:1][C:2]1[CH:7]=[C:6]([NH:8][C:9]2[CH:10]=[N:11][CH:12]=[C:13]([F:15])[CH:14]=2)[C:5]([NH2:16])=[CH:4][CH:3]=1. (2) Given the reactants [CH3:1][NH:2][CH2:3][CH2:4][CH3:5].Br[CH2:7][CH2:8][CH2:9][CH2:10][CH2:11][O:12][C:13]1[C:14]([O:33][CH3:34])=[CH:15][CH:16]=[C:17]2[C:22]=1[O:21][C:20](=[O:23])[CH:19]=[C:18]2[NH:24][C:25]1[C:30]([Cl:31])=[CH:29][N:28]=[CH:27][C:26]=1[Cl:32], predict the reaction product. The product is: [Cl:32][C:26]1[CH:27]=[N:28][CH:29]=[C:30]([Cl:31])[C:25]=1[NH:24][C:18]1[C:17]2[C:22](=[C:13]([O:12][CH2:11][CH2:10][CH2:9][CH2:8][CH2:7][N:2]([CH3:1])[CH2:3][CH2:4][CH3:5])[C:14]([O:33][CH3:34])=[CH:15][CH:16]=2)[O:21][C:20](=[O:23])[CH:19]=1. (3) Given the reactants [F:1][C:2]1[CH:7]=[C:6]([I:8])[CH:5]=[CH:4][C:3]=1[NH:9][C:10]1[NH:11][C:12]2[C:13](=[O:24])[CH2:14][CH2:15][CH2:16][C:17]=2[C:18]=1[C:19]([O:21][CH2:22][CH3:23])=[O:20].[C:25](=O)([O-])[O-].[Cs+].[Cs+].COS(OC)(=O)=O, predict the reaction product. The product is: [F:1][C:2]1[CH:7]=[C:6]([I:8])[CH:5]=[CH:4][C:3]=1[NH:9][C:10]1[N:11]([CH3:25])[C:12]2[C:13](=[O:24])[CH2:14][CH2:15][CH2:16][C:17]=2[C:18]=1[C:19]([O:21][CH2:22][CH3:23])=[O:20]. (4) Given the reactants Br[C:2]1[CH:7]=[CH:6][C:5]([N:8]2[C:12]([CH2:13][C@@H:14]3[CH2:18][CH2:17][N:16]([C:19]([CH:21]4[CH2:23][CH2:22]4)=[O:20])[CH2:15]3)=[N:11][NH:10][C:9]2=[O:24])=[C:4]([F:25])[CH:3]=1.OB(O)[C:28]1[CH:29]=[C:30]([CH:34]=[CH:35][CH:36]=1)[C:31]([OH:33])=[O:32].C([O-])([O-])=O.[K+].[K+].O1CCOCC1, predict the reaction product. The product is: [CH:21]1([C:19]([N:16]2[CH2:17][CH2:18][C@@H:14]([CH2:13][C:12]3[N:8]([C:5]4[CH:6]=[CH:7][C:2]([C:28]5[CH:36]=[CH:35][CH:34]=[C:30]([C:31]([OH:33])=[O:32])[CH:29]=5)=[CH:3][C:4]=4[F:25])[C:9](=[O:24])[NH:10][N:11]=3)[CH2:15]2)=[O:20])[CH2:23][CH2:22]1. (5) Given the reactants [CH3:1][C:2]1[CH:11]=[CH:10][C:9]2[CH2:8][NH:7][CH2:6][CH2:5][C:4]=2[N:3]=1.C(N(CC)CC)C.[C:19](Cl)(=[O:21])[CH3:20], predict the reaction product. The product is: [C:19]([N:7]1[CH2:6][CH2:5][C:4]2[N:3]=[C:2]([CH3:1])[CH:11]=[CH:10][C:9]=2[CH2:8]1)(=[O:21])[CH3:20]. (6) Given the reactants [CH2:1]([CH:8]1[C:17]2[C:12](=[CH:13][CH:14]=[C:15]([C:18]#[N:19])[CH:16]=2)[CH2:11][CH2:10][CH:9]1[NH:20][C:21](=[O:27])[O:22][C:23]([CH3:26])([CH3:25])[CH3:24])[C:2]1[CH:7]=[CH:6][CH:5]=[CH:4][CH:3]=1, predict the reaction product. The product is: [NH2:19][CH2:18][C:15]1[CH:16]=[C:17]2[C:12]([CH2:11][CH2:10][CH:9]([NH:20][C:21](=[O:27])[O:22][C:23]([CH3:25])([CH3:24])[CH3:26])[CH:8]2[CH2:1][C:2]2[CH:3]=[CH:4][CH:5]=[CH:6][CH:7]=2)=[CH:13][CH:14]=1. (7) Given the reactants C([O:8][C:9]1[CH:10]=[C:11]([NH:15][C:16]([N:18]2[CH2:23][CH2:22][N:21]([C:24](=[O:40])[C:25]3[CH:30]=[CH:29][CH:28]=[C:27]([O:31][CH2:32][CH2:33][CH:34]4[CH2:39][CH2:38][CH2:37][CH2:36][CH2:35]4)[CH:26]=3)[CH2:20][CH2:19]2)=[O:17])[CH:12]=[N:13][CH:14]=1)C1C=CC=CC=1, predict the reaction product. The product is: [CH:34]1([CH2:33][CH2:32][O:31][C:27]2[CH:26]=[C:25]([CH:30]=[CH:29][CH:28]=2)[C:24]([N:21]2[CH2:20][CH2:19][N:18]([C:16]([NH:15][C:11]3[CH:12]=[N:13][CH:14]=[C:9]([OH:8])[CH:10]=3)=[O:17])[CH2:23][CH2:22]2)=[O:40])[CH2:39][CH2:38][CH2:37][CH2:36][CH2:35]1. (8) Given the reactants Cl[CH2:2][C:3]1[CH:4]=[CH:5][C:6]([C:18]([CH3:21])([CH3:20])[CH3:19])=[C:7]([C:9]2[CH:14]=[C:13]([O:15][CH3:16])[CH:12]=[CH:11][C:10]=2[F:17])[CH:8]=1.[OH:22][C:23]1[CH:28]=[CH:27][C:26]([CH2:29][CH:30]([CH3:36])[C:31]([O:33]CC)=[O:32])=[CH:25][CH:24]=1.C(=O)([O-])[O-].[Cs+].[Cs+].[OH-].[Li+], predict the reaction product. The product is: [F:17][C:10]1[CH:11]=[CH:12][C:13]([O:15][CH3:16])=[CH:14][C:9]=1[C:7]1[CH:8]=[C:3]([CH:4]=[CH:5][C:6]=1[C:18]([CH3:21])([CH3:20])[CH3:19])[CH2:2][O:22][C:23]1[CH:24]=[CH:25][C:26]([CH2:29][CH:30]([CH3:36])[C:31]([OH:33])=[O:32])=[CH:27][CH:28]=1. (9) The product is: [CH2:1]([O:8][C:9]([NH:11][C:12]1[C:13]([C:29]([NH:32][C:33]2[CH:34]=[N:35][CH:36]=[CH:37][C:38]=2[N:39]2[CH2:44][C@H:43]([CH3:45])[C@H:42]([NH:46][C:47](=[O:50])[O:48][CH3:49])[C@H:41]([NH:51][C:52](=[O:58])[O:53][C:54]([CH3:57])([CH3:56])[CH3:55])[CH2:40]2)=[O:30])=[N:14][C:15]2[C:20]([CH:21]=1)=[CH:19][CH:18]=[C:17]([N:22]1[CH2:27][CH2:26][N:25]([CH3:28])[CH2:24][CH2:23]1)[CH:16]=2)=[O:10])[C:2]1[CH:7]=[CH:6][CH:5]=[CH:4][CH:3]=1. Given the reactants [CH2:1]([O:8][C:9]([NH:11][C:12]1[C:13]([C:29](O)=[O:30])=[N:14][C:15]2[C:20]([CH:21]=1)=[CH:19][CH:18]=[C:17]([N:22]1[CH2:27][CH2:26][N:25]([CH3:28])[CH2:24][CH2:23]1)[CH:16]=2)=[O:10])[C:2]1[CH:7]=[CH:6][CH:5]=[CH:4][CH:3]=1.[NH2:32][C:33]1[CH:34]=[N:35][CH:36]=[CH:37][C:38]=1[N:39]1[CH2:44][C@H:43]([CH3:45])[C@H:42]([NH:46][C:47](=[O:50])[O:48][CH3:49])[C@H:41]([NH:51][C:52](=[O:58])[O:53][C:54]([CH3:57])([CH3:56])[CH3:55])[CH2:40]1.CN(C(ON1N=NC2C=CC=NC1=2)=[N+](C)C)C.F[P-](F)(F)(F)(F)F.CCN(C(C)C)C(C)C, predict the reaction product.